From a dataset of Reaction yield outcomes from USPTO patents with 853,638 reactions. Predict the reaction yield, written as a fraction of the theoretical maximum amount of product (1.0 means a 100% yield; for example, 0.34 means a 34% yield). (1) The reactants are S1(=O)(=O)[N:5]2[CH2:6][CH2:7][CH2:8][CH2:9][C@H:4]2[CH2:3][O:2]1.[Cl:12][C:13]1[CH:26]=[CH:25][C:16]([O:17][C:18]2[CH:23]=[CH:22][C:21](O)=[CH:20][CH:19]=2)=[CH:15][CH:14]=1.C(=O)([O-])[O-].[K+].[K+].OS(O)(=O)=O.[OH-].[Na+]. The catalyst is CN(C=O)C. The product is [ClH:12].[Cl:12][C:13]1[CH:26]=[CH:25][C:16]([O:17][C:18]2[CH:23]=[CH:22][C:21]([O:2][CH2:3][C@@H:4]3[CH2:9][CH2:8][CH2:7][CH2:6][NH:5]3)=[CH:20][CH:19]=2)=[CH:15][CH:14]=1. The yield is 0.130. (2) The reactants are [Cl:1][C:2]1[CH:13]=[C:12]([CH3:14])[C:5]2[NH:6][C:7](=O)[O:8][C:9](=[O:10])[C:4]=2[CH:3]=1.[Br:15][C:16]1[CH:17]=[C:18](C(Cl)=O)[N:19]([C:21]2[C:26]([Cl:27])=[CH:25][CH:24]=[CH:23][N:22]=2)[N:20]=1.N1C=CC=CC=1. The catalyst is C(#N)C. The product is [Br:15][C:16]1[CH:17]=[C:18]([C:7]2[O:8][C:9](=[O:10])[C:4]3[CH:3]=[C:2]([Cl:1])[CH:13]=[C:12]([CH3:14])[C:5]=3[N:6]=2)[N:19]([C:21]2[C:26]([Cl:27])=[CH:25][CH:24]=[CH:23][N:22]=2)[N:20]=1. The yield is 0.860. (3) The reactants are [C:1]([C:5]1[O:9][N:8]=[C:7]([NH:10][C:11]([NH:13][C:14]2[CH:19]=[CH:18][CH:17]=[C:16]([OH:20])[CH:15]=2)=[O:12])[CH:6]=1)([CH3:4])([CH3:3])[CH3:2].CC(C)([O-])C.[K+].[Cl:27][C:28]1[N:37]=[C:36](Cl)[C:35]2[C:30](=[CH:31][C:32]([O:41][CH3:42])=[C:33]([O:39][CH3:40])[CH:34]=2)[N:29]=1. The catalyst is CN(C=O)C. The product is [C:1]([C:5]1[O:9][N:8]=[C:7]([NH:10][C:11]([NH:13][C:14]2[CH:19]=[CH:18][CH:17]=[C:16]([O:20][C:36]3[C:35]4[C:30](=[CH:31][C:32]([O:41][CH3:42])=[C:33]([O:39][CH3:40])[CH:34]=4)[N:29]=[C:28]([Cl:27])[N:37]=3)[CH:15]=2)=[O:12])[CH:6]=1)([CH3:4])([CH3:2])[CH3:3]. The yield is 0.320.